This data is from Peptide-MHC class II binding affinity with 134,281 pairs from IEDB. The task is: Regression. Given a peptide amino acid sequence and an MHC pseudo amino acid sequence, predict their binding affinity value. This is MHC class II binding data. (1) The peptide sequence is AGDGDVVAVDIKEKG. The MHC is DRB1_0301 with pseudo-sequence DRB1_0301. The binding affinity (normalized) is 0.356. (2) The peptide sequence is GRKTRSAYERMCNIL. The MHC is DRB1_0301 with pseudo-sequence DRB1_0301. The binding affinity (normalized) is 0. (3) The peptide sequence is MHEDVLTRGLNLDGT. The MHC is DRB1_0101 with pseudo-sequence DRB1_0101. The binding affinity (normalized) is 0.563. (4) The peptide sequence is HYLALLVKYAAGDGN. The MHC is DRB1_0101 with pseudo-sequence DRB1_0101. The binding affinity (normalized) is 0.673. (5) The peptide sequence is DGYFLKIKVTAASPM. The MHC is HLA-DPA10201-DPB10501 with pseudo-sequence HLA-DPA10201-DPB10501. The binding affinity (normalized) is 0.315. (6) The peptide sequence is AVGLFIRLLGGESDA. The MHC is H-2-IAb with pseudo-sequence H-2-IAb. The binding affinity (normalized) is 0.484. (7) The peptide sequence is TNDRKWCFEGPEEHE. The MHC is DRB1_1301 with pseudo-sequence DRB1_1301. The binding affinity (normalized) is 0.257.